Dataset: Peptide-MHC class II binding affinity with 134,281 pairs from IEDB. Task: Regression. Given a peptide amino acid sequence and an MHC pseudo amino acid sequence, predict their binding affinity value. This is MHC class II binding data. (1) The peptide sequence is TAVAKCNEKHDEEFC. The MHC is DRB5_0101 with pseudo-sequence DRB5_0101. The binding affinity (normalized) is 0.601. (2) The peptide sequence is EFEPPHAATIRVLAL. The MHC is DRB1_1101 with pseudo-sequence DRB1_1101. The binding affinity (normalized) is 0.203. (3) The peptide sequence is SQDLELSWNLNGWQAY. The MHC is DRB1_1302 with pseudo-sequence DRB1_1302. The binding affinity (normalized) is 0.480. (4) The binding affinity (normalized) is 0.620. The peptide sequence is LAEGIVLASAALGPL. The MHC is HLA-DQA10501-DQB10303 with pseudo-sequence HLA-DQA10501-DQB10303.